Dataset: Forward reaction prediction with 1.9M reactions from USPTO patents (1976-2016). Task: Predict the product of the given reaction. (1) Given the reactants [CH3:1][O:2][C:3]([O:5][CH3:6])=[CH2:4].[C:7]([O:12][CH2:13][CH3:14])(=[O:11])[CH:8]=[C:9]=[CH2:10], predict the reaction product. The product is: [CH3:1][O:2][C:3]1([O:5][CH3:6])[CH2:10][C:9](=[CH:8][C:7]([O:12][CH2:13][CH3:14])=[O:11])[CH2:4]1. (2) Given the reactants [CH3:1][O:2][C:3]([C@@H:5]1[CH2:9][C@@H:8](O)[CH2:7][N:6]1[C:11]([O:13][C:14]([CH3:17])([CH3:16])[CH3:15])=[O:12])=[O:4].C1(P(C2C=CC=CC=2)C2C=CC=CC=2)C=CC=CC=1.C(Cl)(Cl)(Cl)[Cl:38].C([O-])([O-])=O.[Na+].[Na+], predict the reaction product. The product is: [CH3:1][O:2][C:3]([C@@H:5]1[CH2:9][C@H:8]([Cl:38])[CH2:7][N:6]1[C:11]([O:13][C:14]([CH3:17])([CH3:16])[CH3:15])=[O:12])=[O:4]. (3) Given the reactants [Br:1][C:2]1[S:6][C:5]([C:7]([C@H:9]2[CH2:14][CH2:13][C@H:12]([C:15]([O:17][CH2:18][CH3:19])=[O:16])[CH2:11][CH2:10]2)=[CH2:8])=[N:4][CH:3]=1.C[N+]1([O-])CC[O:24]CC1.C1COCC1.[OH2:33], predict the reaction product. The product is: [Br:1][C:2]1[S:6][C:5]([C:7]([C@H:9]2[CH2:14][CH2:13][C@H:12]([C:15]([O:17][CH2:18][CH3:19])=[O:16])[CH2:11][CH2:10]2)([OH:24])[CH2:8][OH:33])=[N:4][CH:3]=1. (4) Given the reactants [CH3:1][C:2]1[C:7]2[C:8]([O:10][C:11]3[C:12]([CH3:23])=[C:13]([O:21][CH3:22])[CH:14]=[C:15](C(O)=O)[C:16]=3[O:17][C:6]=2[C:5]([CH:24]=[O:25])=[C:4](O)[CH:3]=1)=[O:9].[C:27]([O-:30])([O-:29])=O.[K+].[K+].[CH3:33]I.O.CN([CH:39]=[O:40])C, predict the reaction product. The product is: [CH3:33][O:29][C:27]([C:15]1[C:16]2[O:17][C:6]3[C:5]([CH:24]=[O:25])=[C:4]([O:40][CH3:39])[CH:3]=[C:2]([CH3:1])[C:7]=3[C:8](=[O:9])[O:10][C:11]=2[C:12]([CH3:23])=[C:13]([O:21][CH3:22])[CH:14]=1)=[O:30]. (5) Given the reactants [N:1]1[CH:6]=[CH:5][CH:4]=[CH:3][C:2]=1[CH:7]=[CH:8][C:9]([O:11][CH3:12])=[O:10].C(Cl)(Cl)[Cl:14], predict the reaction product. The product is: [ClH:14].[NH:1]1[CH2:6][CH2:5][CH2:4][CH2:3][CH:2]1[CH2:7][CH2:8][C:9]([O:11][CH3:12])=[O:10].